From a dataset of Catalyst prediction with 721,799 reactions and 888 catalyst types from USPTO. Predict which catalyst facilitates the given reaction. (1) Reactant: N1C(Cl)=NC(Cl)=NC=1[Cl:3].CN(C)C=O.[Cl:15][C:16]1[C:17]([CH3:38])=[C:18]([C:27]2[CH:28]=[CH:29][C:30]([C:33]([N:35]([CH3:37])[CH3:36])=[O:34])=[N:31][CH:32]=2)[C:19]([O:25][CH3:26])=[C:20]([CH:22](O)[CH3:23])[CH:21]=1. Product: [Cl:15][C:16]1[C:17]([CH3:38])=[C:18]([C:27]2[CH:28]=[CH:29][C:30]([C:33]([N:35]([CH3:37])[CH3:36])=[O:34])=[N:31][CH:32]=2)[C:19]([O:25][CH3:26])=[C:20]([CH:22]([Cl:3])[CH3:23])[CH:21]=1. The catalyst class is: 2. (2) Reactant: Cl.[F:2][C:3]([F:18])([F:17])[C:4]1[N:5]=[CH:6][C:7]([NH:10][C@H:11]2[CH2:15][CH2:14][CH2:13][C@@H:12]2[NH2:16])=[N:8][CH:9]=1.[CH2:19]([O:21][C:22]1[CH:23]=[N:24][C:25]([C:28]2[CH:36]=[CH:35][CH:34]=[CH:33][C:29]=2[C:30](O)=[O:31])=[N:26][CH:27]=1)[CH3:20].N1C2C(=NC=CC=2)N(O)N=1.C(Cl)CCl.C(N(CC)CC)C. Product: [CH2:19]([O:21][C:22]1[CH:27]=[N:26][C:25]([C:28]2[CH:36]=[CH:35][CH:34]=[CH:33][C:29]=2[C:30]([NH:16][C@H:12]2[CH2:13][CH2:14][CH2:15][C@@H:11]2[NH:10][C:7]2[CH:6]=[N:5][C:4]([C:3]([F:2])([F:17])[F:18])=[CH:9][N:8]=2)=[O:31])=[N:24][CH:23]=1)[CH3:20]. The catalyst class is: 2. (3) Reactant: O[CH2:2][C:3]1([CH2:16][O:17]S(C)(=O)=O)[CH2:8][CH2:7][N:6]([C:9]([O:11][C:12]([CH3:15])([CH3:14])[CH3:13])=[O:10])[CH2:5][CH2:4]1.[H-].[Na+].O. Product: [CH2:2]1[C:3]2([CH2:4][CH2:5][N:6]([C:9]([O:11][C:12]([CH3:13])([CH3:14])[CH3:15])=[O:10])[CH2:7][CH2:8]2)[CH2:16][O:17]1. The catalyst class is: 7. (4) Reactant: [CH3:1][O:2][C:3]1[CH:4]=[CH:5][C:6]2[N:10]=[C:9]([S:11]([CH2:13][C:14]3[C:19]([CH3:20])=[C:18]([O:21][CH3:22])[C:17]([CH3:23])=[CH:16][N:15]=3)=[O:12])[N:8](COC(=O)[C@H](C3C=CC=CC=3)O)[C:7]=2[CH:36]=1.[OH-].[Na+].C(OC)=O. Product: [CH3:1][O:2][C:3]1[CH:4]=[CH:5][C:6]2[NH:10][C:9]([S:11]([CH2:13][C:14]3[C:19]([CH3:20])=[C:18]([O:21][CH3:22])[C:17]([CH3:23])=[CH:16][N:15]=3)=[O:12])=[N:8][C:7]=2[CH:36]=1. The catalyst class is: 24. (5) Reactant: Cl[CH2:2][CH2:3][O:4][C:5]1[CH:6]=[C:7]2[C:12](=[CH:13][C:14]=1[O:15][CH3:16])[N:11]=[C:10]([C:17]1[CH:22]=[CH:21][CH:20]=[C:19]([C:23]3[CH:28]=[CH:27][CH:26]=[CH:25][CH:24]=3)[CH:18]=1)[N:9]=[C:8]2[NH:29][C:30]1[CH:31]=[C:32]2[C:36](=[CH:37][CH:38]=1)[N:35]([C:39]([O:41][C:42]([CH3:45])([CH3:44])[CH3:43])=[O:40])[N:34]=[CH:33]2.[CH3:46][N:47]1[CH2:53][CH2:52][CH2:51][NH:50][CH2:49][CH2:48]1. Product: [C:23]1([C:19]2[CH:18]=[C:17]([C:10]3[N:9]=[C:8]([NH:29][C:30]4[CH:31]=[C:32]5[C:36](=[CH:37][CH:38]=4)[N:35]([C:39]([O:41][C:42]([CH3:43])([CH3:44])[CH3:45])=[O:40])[N:34]=[CH:33]5)[C:7]4[C:12](=[CH:13][C:14]([O:15][CH3:16])=[C:5]([O:4][CH2:3][CH2:2][N:50]5[CH2:51][CH2:52][CH2:53][N:47]([CH3:46])[CH2:48][CH2:49]5)[CH:6]=4)[N:11]=3)[CH:22]=[CH:21][CH:20]=2)[CH:24]=[CH:25][CH:26]=[CH:27][CH:28]=1. The catalyst class is: 16. (6) Reactant: [CH:1]([O:3][C:4]1[C:5]([C:15]#[C:16][C@@:17]([O:35]CC2C=CC=CC=2)([CH3:34])[CH2:18][CH2:19][CH2:20][C@H:21]([CH3:33])[CH2:22][CH2:23][CH2:24][C@H:25]([CH3:32])[CH2:26][CH2:27][CH2:28][CH:29]([CH3:31])[CH3:30])=C2CCN(C)C2=[N:8][C:9]=1[CH3:10])=[O:2].[CH3:43]C(C[AlH]CC(C)C)C.[CH2:52]([N:54]([CH2:57][CH3:58])[CH2:55][CH3:56])C.C(OC(=O)C)(=O)C. Product: [C:1]([O:3][C:4]1[C:5]([CH2:15][CH2:16][C@@:17]([OH:35])([CH3:34])[CH2:18][CH2:19][CH2:20][C@H:21]([CH3:33])[CH2:22][CH2:23][CH2:24][C@H:25]([CH3:32])[CH2:26][CH2:27][CH2:28][CH:29]([CH3:31])[CH3:30])=[C:56]2[CH2:58][CH2:57][N:54]([CH3:52])[C:55]2=[N:8][C:9]=1[CH3:10])(=[O:2])[CH3:43]. The catalyst class is: 64.